Dataset: Catalyst prediction with 721,799 reactions and 888 catalyst types from USPTO. Task: Predict which catalyst facilitates the given reaction. (1) Reactant: C(=O)(O)[O-].[Na+].[N:6]#[C:7]Br.[Si:9]([O:16][CH2:17][CH2:18][CH2:19][NH:20][C:21]1[CH:26]=[CH:25][C:24]([N:27]2[CH2:31][C@H:30]([CH2:32][NH:33][C:34]([C:36]3[S:37][C:38]([Cl:41])=[CH:39][CH:40]=3)=[O:35])[O:29][C:28]2=[O:42])=[CH:23][CH:22]=1)([C:12]([CH3:15])([CH3:14])[CH3:13])([CH3:11])[CH3:10].O. Product: [Si:9]([O:16][CH2:17][CH2:18][CH2:19][N:20]([C:7]#[N:6])[C:21]1[CH:22]=[CH:23][C:24]([N:27]2[CH2:31][C@H:30]([CH2:32][NH:33][C:34]([C:36]3[S:37][C:38]([Cl:41])=[CH:39][CH:40]=3)=[O:35])[O:29][C:28]2=[O:42])=[CH:25][CH:26]=1)([C:12]([CH3:15])([CH3:13])[CH3:14])([CH3:11])[CH3:10]. The catalyst class is: 266. (2) Reactant: [C:1](=O)([O-])[O-].[K+].[K+].CI.CN(C)C=O.[Cl:14][C:15]1[CH:20]=[CH:19][C:18]([N:21]2[C:25]([CH3:26])=[C:24]([C:27]([OH:29])=[O:28])[CH:23]=[N:22]2)=[CH:17][CH:16]=1. Product: [CH3:1][O:28][C:27]([C:24]1[CH:23]=[N:22][N:21]([C:18]2[CH:17]=[CH:16][C:15]([Cl:14])=[CH:20][CH:19]=2)[C:25]=1[CH3:26])=[O:29]. The catalyst class is: 6. (3) The catalyst class is: 335. Product: [N+:11]([C:14]1[CH:19]=[CH:18][C:17]([C:2]2[CH:3]=[CH:4][C:5]([C:8](=[O:10])[CH3:9])=[N:6][CH:7]=2)=[CH:16][CH:15]=1)([O-:13])=[O:12]. Reactant: Br[C:2]1[CH:3]=[CH:4][C:5]([C:8](=[O:10])[CH3:9])=[N:6][CH:7]=1.[N+:11]([C:14]1[CH:19]=[CH:18][C:17](B(O)O)=[CH:16][CH:15]=1)([O-:13])=[O:12].C([O-])([O-])=O.[Na+].[Na+].